This data is from Reaction yield outcomes from USPTO patents with 853,638 reactions. The task is: Predict the reaction yield, written as a fraction of the theoretical maximum amount of product (1.0 means a 100% yield; for example, 0.34 means a 34% yield). (1) The yield is 0.410. The product is [Cl:30][CH2:29][CH2:28][CH2:27][O:26][C:23]1[CH:24]=[CH:25][C:20]([C:17]2[O:18][CH:19]=[C:15]([CH:14]=[O:5])[N:16]=2)=[CH:21][CH:22]=1. The catalyst is O. The reactants are C[N+]([O-:5])(C)C.ClCCl.CS(C)=O.Cl[CH2:14][C:15]1[N:16]=[C:17]([C:20]2[CH:25]=[CH:24][C:23]([O:26][CH2:27][CH2:28][CH2:29][Cl:30])=[CH:22][CH:21]=2)[O:18][CH:19]=1. (2) The reactants are [Li+].[BH4-].C1COCC1.[N:8]1([CH2:14][CH2:15][O:16][C:17]2[CH:24]=[CH:23][C:20]([CH:21]=[O:22])=[CH:19][CH:18]=2)[CH2:13][CH2:12][O:11][CH2:10][CH2:9]1. No catalyst specified. The product is [N:8]1([CH2:14][CH2:15][O:16][C:17]2[CH:24]=[CH:23][C:20]([CH2:21][OH:22])=[CH:19][CH:18]=2)[CH2:9][CH2:10][O:11][CH2:12][CH2:13]1. The yield is 0.670.